From a dataset of Forward reaction prediction with 1.9M reactions from USPTO patents (1976-2016). Predict the product of the given reaction. (1) Given the reactants O[O:2][S:3]([O-:5])=O.[K+].[CH2:7]([O:9][C:10]([C:12]1[N:13]([C:24]2[CH:29]=[CH:28][C:27]([O:30][CH:31]([CH3:33])[CH3:32])=[CH:26][CH:25]=2)[C:14]2[C:19]([C:20]=1SC)=[CH:18][C:17]([Br:23])=[CH:16][CH:15]=2)=[O:11])[CH3:8].[CH2:34]1COCC1, predict the reaction product. The product is: [CH2:7]([O:9][C:10]([C:12]1[N:13]([C:24]2[CH:25]=[CH:26][C:27]([O:30][CH:31]([CH3:33])[CH3:32])=[CH:28][CH:29]=2)[C:14]2[C:19]([C:20]=1[S:3]([CH3:34])(=[O:5])=[O:2])=[CH:18][C:17]([Br:23])=[CH:16][CH:15]=2)=[O:11])[CH3:8]. (2) Given the reactants [CH3:1][C:2]1([CH3:22])[C:7]2[CH:8]=[C:9]([C:12]3[N:17]=[C:16]([CH2:18][C:19]#[N:20])[CH:15]=[CH:14][CH:13]=3)[CH:10]=[CH:11][C:6]=2[NH:5][C:4](=O)[O:3]1.COC1C=CC(P2(SP(C3C=CC(OC)=CC=3)(=S)S2)=[S:32])=CC=1, predict the reaction product. The product is: [CH3:1][C:2]1([CH3:22])[C:7]2[CH:8]=[C:9]([C:12]3[N:17]=[C:16]([CH2:18][C:19]#[N:20])[CH:15]=[CH:14][CH:13]=3)[CH:10]=[CH:11][C:6]=2[NH:5][C:4](=[S:32])[O:3]1.